Dataset: Full USPTO retrosynthesis dataset with 1.9M reactions from patents (1976-2016). Task: Predict the reactants needed to synthesize the given product. (1) The reactants are: [N:1]([CH:4]1[CH2:23][N:8]2[C:9]3[C:14]([C:15]([CH2:16][C:17]([O:19]CCC)=[O:18])=[C:7]2[CH2:6][CH2:5]1)=[CH:13][CH:12]=[CH:11][CH:10]=3)=[N+:2]=[N-:3].[C:24]([C:26]1[CH:31]=[CH:30][C:29]([F:32])=[CH:28][CH:27]=1)#[CH:25]. Given the product [F:32][C:29]1[CH:30]=[CH:31][C:26]([C:24]2[N:3]=[N:2][N:1]([CH:4]3[CH2:23][N:8]4[C:9]5[C:14]([C:15]([CH2:16][C:17]([OH:19])=[O:18])=[C:7]4[CH2:6][CH2:5]3)=[CH:13][CH:12]=[CH:11][CH:10]=5)[CH:25]=2)=[CH:27][CH:28]=1, predict the reactants needed to synthesize it. (2) The reactants are: [CH3:1][CH:2]1[CH2:7][NH:6][CH2:5][CH:4]([CH3:8])[NH:3]1.[OH-].[Na+].O.[C:12]([O:16][C:17](O[C:17]([O:16][C:12]([CH3:15])([CH3:14])[CH3:13])=[O:18])=[O:18])([CH3:15])([CH3:14])[CH3:13]. Given the product [C:12]([O:16][C:17]([N:6]1[CH2:5][C@H:4]([CH3:8])[NH:3][C@H:2]([CH3:1])[CH2:7]1)=[O:18])([CH3:15])([CH3:14])[CH3:13], predict the reactants needed to synthesize it. (3) The reactants are: C([Si](C)(C)[O:6][C:7]1[CH:8]=[C:9]([O:16][Si:17]([C:30]([CH3:33])([CH3:32])[CH3:31])([C:24]2[CH:29]=[CH:28][CH:27]=[CH:26][CH:25]=2)[C:18]2[CH:23]=[CH:22][CH:21]=[CH:20][CH:19]=2)[C:10]([F:15])=[C:11]([CH:14]=1)C=O)(C)(C)C.[NH2:36][C:37]1[CH:44]=[CH:43][C:40]([C:41]#[N:42])=[CH:39][CH:38]=1.C1(C)C=CC(S(C[N+]#[C-])(=O)=[O:52])=CC=1.B(F)(F)F.[CH3:62][CH2:63][O:64][CH2:65][CH3:66]. Given the product [CH2:63]([O:64][C:65](=[O:52])[CH:66]([C:11]1[CH:14]=[C:7]([OH:6])[CH:8]=[C:9]([O:16][Si:17]([C:30]([CH3:32])([CH3:33])[CH3:31])([C:18]2[CH:19]=[CH:20][CH:21]=[CH:22][CH:23]=2)[C:24]2[CH:25]=[CH:26][CH:27]=[CH:28][CH:29]=2)[C:10]=1[F:15])[NH:36][C:37]1[CH:44]=[CH:43][C:40]([C:41]#[N:42])=[CH:39][CH:38]=1)[CH3:62], predict the reactants needed to synthesize it. (4) The reactants are: [Cl:1][C:2]1[CH:31]=[CH:30][C:5]([CH2:6][N:7]2[C:15]3[C:10](=[CH:11][C:12](/[CH:16]=[C:17]4/[C:18](=[O:29])[N:19]([C@H:23]5[C@H:27]([F:28])[CH2:26][NH:25][CH2:24]5)[C:20](=[O:22])[S:21]/4)=[CH:13][CH:14]=3)[CH:9]=[N:8]2)=[C:4]([C:32]([F:35])([F:34])[F:33])[CH:3]=1.[CH:36](=O)[CH3:37]. Given the product [Cl:1][C:2]1[CH:31]=[CH:30][C:5]([CH2:6][N:7]2[C:15]3[C:10](=[CH:11][C:12](/[CH:16]=[C:17]4/[C:18](=[O:29])[N:19]([C@H:23]5[C@H:27]([F:28])[CH2:26][N:25]([CH2:36][CH3:37])[CH2:24]5)[C:20](=[O:22])[S:21]/4)=[CH:13][CH:14]=3)[CH:9]=[N:8]2)=[C:4]([C:32]([F:34])([F:35])[F:33])[CH:3]=1, predict the reactants needed to synthesize it. (5) The reactants are: [CH2:1]([O:8][C:9]([NH:11][C@H:12]([CH3:19])[C:13]([CH3:18])([CH3:17])[C:14](O)=[O:15])=[O:10])[C:2]1[CH:7]=[CH:6][CH:5]=[CH:4][CH:3]=1.C1C=CC2N(O)N=[N:26]C=2C=1.CCN=C=NCCCN(C)C.CCN(C(C)C)C(C)C.N. Given the product [NH2:26][C:14](=[O:15])[C:13]([CH3:18])([CH3:17])[C@H:12]([NH:11][C:9](=[O:10])[O:8][CH2:1][C:2]1[CH:7]=[CH:6][CH:5]=[CH:4][CH:3]=1)[CH3:19], predict the reactants needed to synthesize it.